Dataset: Full USPTO retrosynthesis dataset with 1.9M reactions from patents (1976-2016). Task: Predict the reactants needed to synthesize the given product. (1) Given the product [CH:15]1([NH:10][CH:11]2[CH2:12][CH2:13][CH2:14][CH2:20][CH2:19]2)[CH2:16][CH2:17][CH2:18][CH2:24][CH2:23]1, predict the reactants needed to synthesize it. The reactants are: P(=O)(O)(O)O.C([N:10]([CH2:15][CH2:16][CH2:17][CH3:18])[CH2:11][CH2:12][CH2:13][CH3:14])CCC.[C:19](#N)[CH3:20].F[C@@H:23]1[C@@H](COC(=O)C2C=CC(C3C=CC=CC=3)=CC=2)OC(Cl)[CH2:24]1. (2) Given the product [F:9][C:10]1[CH:11]=[CH:12][C:13]([CH:16]2[CH2:18][CH:17]2[NH:19][C:2]2[S:1][CH2:7][C:5](=[O:6])[N:4]=2)=[CH:14][CH:15]=1, predict the reactants needed to synthesize it. The reactants are: [S:1]1[CH2:7][C:5](=[O:6])[NH:4][C:2]1=S.Cl.[F:9][C:10]1[CH:15]=[CH:14][C:13]([CH:16]2[CH2:18][CH:17]2[NH2:19])=[CH:12][CH:11]=1.C(N(C(C)C)CC)(C)C. (3) Given the product [ClH:19].[CH3:20][N:21]([CH:22]1[CH2:26][CH2:25][N:24]([CH3:27])[CH2:23]1)[S:16]([C:14]1[S:15][C:11]([C:5]2[CH:4]=[C:3]([CH2:1][CH3:2])[C:8](=[O:9])[NH:7][C:6]=2[CH3:10])=[CH:12][CH:13]=1)(=[O:18])=[O:17], predict the reactants needed to synthesize it. The reactants are: [CH2:1]([C:3]1[C:8](=[O:9])[NH:7][C:6]([CH3:10])=[C:5]([C:11]2[S:15][C:14]([S:16]([Cl:19])(=[O:18])=[O:17])=[CH:13][CH:12]=2)[CH:4]=1)[CH3:2].[CH3:20][NH:21][CH:22]1[CH2:26][CH2:25][N:24]([CH3:27])[CH2:23]1.